Dataset: Forward reaction prediction with 1.9M reactions from USPTO patents (1976-2016). Task: Predict the product of the given reaction. (1) The product is: [C:7]1([C:13]2([C:18]3[CH:19]=[CH:20][C:21]([CH2:22][OH:23])=[CH:26][CH:27]=3)[O:17][CH2:16][CH2:15][O:14]2)[CH:8]=[CH:9][CH:10]=[CH:11][CH:12]=1. Given the reactants [H-].[H-].[H-].[H-].[Li+].[Al+3].[C:7]1([C:13]2([C:18]3[CH:27]=[CH:26][C:21]([C:22](OC)=[O:23])=[CH:20][CH:19]=3)[O:17][CH2:16][CH2:15][O:14]2)[CH:12]=[CH:11][CH:10]=[CH:9][CH:8]=1.O.[OH-].[K+], predict the reaction product. (2) Given the reactants N1C=CC=CC=1.[O:7]1[CH2:12][CH2:11][C:10]2([C:20]3[C:15](=[CH:16][CH:17]=[CH:18][CH:19]=3)[NH:14][CH2:13]2)[CH2:9][CH2:8]1.Cl.CN(C)CCCN=C=NCC.[CH3:33][N:34]1[C:39](=[O:40])[CH:38]=[C:37]([N:41]2[CH2:46][CH2:45][O:44][CH2:43][CH2:42]2)[N:36]=[C:35]1[CH2:47][C:48]([O-])=[O:49].[Na+], predict the reaction product. The product is: [CH3:33][N:34]1[C:39](=[O:40])[CH:38]=[C:37]([N:41]2[CH2:46][CH2:45][O:44][CH2:43][CH2:42]2)[N:36]=[C:35]1[CH2:47][C:48](=[O:49])[N:14]1[C:15]2[C:20](=[CH:19][CH:18]=[CH:17][CH:16]=2)[C:10]2([CH2:11][CH2:12][O:7][CH2:8][CH2:9]2)[CH2:13]1. (3) Given the reactants [F:1][C:2]1[CH:10]=[C:9]([S:11]([CH3:14])(=[O:13])=[O:12])[CH:8]=[CH:7][C:3]=1[C:4]([NH2:6])=O.CCN(CC)CC.ClC(Cl)(Cl)C(Cl)=O, predict the reaction product. The product is: [F:1][C:2]1[CH:10]=[C:9]([S:11]([CH3:14])(=[O:13])=[O:12])[CH:8]=[CH:7][C:3]=1[C:4]#[N:6]. (4) Given the reactants [Cl:1][C:2]1[CH:3]=[C:4]2[CH:10]=[C:9]([CH2:11][OH:12])[NH:8][C:5]2=[CH:6][N:7]=1, predict the reaction product. The product is: [Cl:1][C:2]1[CH:3]=[C:4]2[CH:10]=[C:9]([CH:11]=[O:12])[NH:8][C:5]2=[CH:6][N:7]=1. (5) Given the reactants [ClH:1].[CH2:2]([O:4][C:5]1[C:10]2[CH2:11][O:12][C@:13]3([CH3:25])[C@H:17]([C:9]=2[CH:8]=[CH:7][CH:6]=1)[CH2:16][N:15](C(OC(C)(C)C)=O)[CH2:14]3)[CH3:3], predict the reaction product. The product is: [ClH:1].[CH2:2]([O:4][C:5]1[C:10]2[CH2:11][O:12][C@:13]3([CH3:25])[C@H:17]([C:9]=2[CH:8]=[CH:7][CH:6]=1)[CH2:16][NH:15][CH2:14]3)[CH3:3].